This data is from Full USPTO retrosynthesis dataset with 1.9M reactions from patents (1976-2016). The task is: Predict the reactants needed to synthesize the given product. (1) Given the product [CH3:12][O:10][C:9](=[O:11])[C:3]1[C:2]([Cl:1])=[C:7]([Cl:8])[CH:6]=[CH:5][N:4]=1, predict the reactants needed to synthesize it. The reactants are: [Cl:1][C:2]1[C:3]([C:9]([OH:11])=[O:10])=[N:4][CH:5]=[CH:6][C:7]=1[Cl:8].[CH3:12]N(C)C=O.C(Cl)(=O)C(Cl)=O.CO. (2) Given the product [CH3-:1].[CH3:1][C:2]1[C:7]([CH3:8])=[CH:6][C:5]2[N:9]([C@H:12]3[O:16][C@H:15]([CH2:17][OH:18])[C@@H:14]([O:19][P:20]([O:23][CH:24]([CH2:26][NH:27][C:28]([CH2:30][CH2:31][C@@:32]4([CH3:89])[C:48]5=[N:49][C@@H:34]([C@:35]6([CH3:84])[N-:73][C:38](=[C:39]([CH3:72])[C:40]7[C@:61]([CH2:63][C:64]([NH2:66])=[O:65])([CH3:62])[C@H:60]([CH2:67][CH2:68][C:69]([NH2:71])=[O:70])[C:42](=[CH:43][C:44]8[C:52]([CH3:54])([CH3:53])[C@H:51]([CH2:55][CH2:56][C:57]([NH2:59])=[O:58])[C:46](=[C:47]5[CH3:50])[N:45]=8)[N:41]=7)[C@@H:37]([CH2:74][CH2:75][C:76]([NH2:78])=[O:77])[C@@:36]6([CH2:80][C:81]([NH2:83])=[O:82])[CH3:79])[C@@H:33]4[CH2:85][C:86]([NH2:88])=[O:87])=[O:29])[CH3:25])([O-:22])=[O:21])[C@H:13]3[OH:90])[CH:10]=[N:11][C:4]=2[CH:3]=1.[Co+3:93], predict the reactants needed to synthesize it. The reactants are: [CH3:1][C:2]1[C:7]([CH3:8])=[CH:6][C:5]2[N:9]([C@H:12]3[O:16][C@H:15]([CH2:17][OH:18])[C@@H:14]([O:19][P:20]([O:23][C@@H:24]([CH2:26][NH:27][C:28]([CH2:30][CH2:31][C@@:32]4([CH3:89])[C:48]5=[N:49][C@@H:34]([C@:35]6([CH3:84])[N-:73][C:38](=[C:39]([CH3:72])[C:40]7[C@:61]([CH2:63][C:64]([NH2:66])=[O:65])([CH3:62])[C@H:60]([CH2:67][CH2:68][C:69]([NH2:71])=[O:70])[C:42](=[CH:43][C:44]8[C:52]([CH3:54])([CH3:53])[C@H:51]([CH2:55][CH2:56][C:57]([NH2:59])=[O:58])[C:46](=[C:47]5[CH3:50])[N:45]=8)[N:41]=7)[C@@H:37]([CH2:74][CH2:75][C:76]([NH2:78])=[O:77])[C@@:36]6([CH2:80][C:81]([NH2:83])=[O:82])[CH3:79])[C@@H:33]4[CH2:85][C:86]([NH2:88])=[O:87])=[O:29])[CH3:25])([O-:22])=[O:21])[C@H:13]3[OH:90])[CH:10]=[N:11][C:4]=2[CH:3]=1.[C-]#N.[Co+3:93].[I-].C[S+](C)C.[BH4-].[Na+].[OH-].[Na+].Cl. (3) Given the product [Br:21][C:19]1[CH:18]=[N:17][CH:16]=[C:15]([O:11][C:5]2[CH:6]=[C:7]([O:9][CH3:10])[CH:8]=[C:3]([O:2][CH3:1])[CH:4]=2)[CH:20]=1, predict the reactants needed to synthesize it. The reactants are: [CH3:1][O:2][C:3]1[CH:4]=[C:5]([OH:11])[CH:6]=[C:7]([O:9][CH3:10])[CH:8]=1.[H-].[Na+].Br[C:15]1[CH:16]=[N:17][CH:18]=[C:19]([Br:21])[CH:20]=1.